This data is from Forward reaction prediction with 1.9M reactions from USPTO patents (1976-2016). The task is: Predict the product of the given reaction. (1) Given the reactants [CH2:1]([C:4]1[C:5]([OH:14])=[C:6]([CH:9]=[CH:10][C:11]=1[O:12][CH3:13])[CH:7]=[O:8])[CH:2]=[CH2:3].[H][H], predict the reaction product. The product is: [OH:14][C:5]1[C:4]([CH2:1][CH2:2][CH3:3])=[C:11]([O:12][CH3:13])[CH:10]=[CH:9][C:6]=1[CH:7]=[O:8]. (2) Given the reactants [Cl:1][C:2]1[CH:21]=[CH:20][C:5]2[S:6][CH:7]=[C:8]([CH2:9][CH:10]3[N:14]4[CH:15]=[CH:16][CH:17]=[CH:18][C:13]4=[N:12][C:11]3=[S:19])[C:4]=2[CH:3]=1.Br[CH2:23][CH2:24][CH2:25][C:26]([O:28][CH3:29])=[O:27].C(=O)([O-])[O-].[K+].[K+], predict the reaction product. The product is: [CH3:29][O:28][C:26](=[O:27])[CH2:25][CH2:24][CH2:23][S:19][C:11]1[N:12]=[C:13]2[CH:18]=[CH:17][CH:16]=[CH:15][N:14]2[C:10]=1[CH2:9][C:8]1[C:4]2[CH:3]=[C:2]([Cl:1])[CH:21]=[CH:20][C:5]=2[S:6][CH:7]=1. (3) Given the reactants [N:1]1[C:10]2[C:5](=[N:6][CH:7]=[CH:8][N:9]=2)[C:4]([NH:11][CH2:12][CH2:13][C:14]2[CH:19]=[CH:18][C:17]([OH:20])=[CH:16][CH:15]=2)=[N:3][CH:2]=1.[F:21][C:22]1[C:27]([F:28])=[C:26]([C:29]([F:32])([F:31])[F:30])[C:25]([F:33])=[C:24](F)[N:23]=1.CCN(CC)CC, predict the reaction product. The product is: [N:1]1[C:10]2[C:5](=[N:6][CH:7]=[CH:8][N:9]=2)[C:4]([NH:11][CH2:12][CH2:13][C:14]2[CH:19]=[CH:18][C:17]([O:20][C:24]3[C:25]([F:33])=[C:26]([C:29]([F:31])([F:32])[F:30])[C:27]([F:28])=[C:22]([F:21])[N:23]=3)=[CH:16][CH:15]=2)=[N:3][CH:2]=1. (4) Given the reactants Cl[C:2]1[CH:3]=[C:4]([CH:27]=[CH:28][N:29]=1)[C:5]([NH:7][C:8]1[C:17]2[C:12](=[CH:13][CH:14]=[CH:15][CH:16]=2)[C:11]([O:18][CH2:19][CH2:20][N:21]2[CH2:26][CH2:25][O:24][CH2:23][CH2:22]2)=[CH:10][CH:9]=1)=[O:6].[CH3:30][CH:31]1[CH2:36][CH2:35][NH:34][CH2:33][CH2:32]1, predict the reaction product. The product is: [N:21]1([CH2:20][CH2:19][O:18][C:11]2[C:12]3[C:17](=[CH:16][CH:15]=[CH:14][CH:13]=3)[C:8]([NH:7][C:5]([C:4]3[CH:27]=[CH:28][N:29]=[C:2]([N:34]4[CH2:35][CH2:36][CH:31]([CH3:30])[CH2:32][CH2:33]4)[CH:3]=3)=[O:6])=[CH:9][CH:10]=2)[CH2:26][CH2:25][O:24][CH2:23][CH2:22]1. (5) Given the reactants [NH2:1][CH2:2][CH2:3][C:4]1[C:12]2[C:7](=[CH:8][C:9]([F:15])=[C:10]([O:13][CH3:14])[CH:11]=2)[NH:6][C:5]=1[C:16]([OH:18])=[O:17].C(N(C(C)C)CC)(C)C.[F:28][CH:29]([F:38])[C:30](O[C:30](=[O:31])[CH:29]([F:38])[F:28])=[O:31].C(=O)([O-])O.[Na+], predict the reaction product. The product is: [F:28][CH:29]([F:38])[C:30]([NH:1][CH2:2][CH2:3][C:4]1[C:12]2[C:7](=[CH:8][C:9]([F:15])=[C:10]([O:13][CH3:14])[CH:11]=2)[NH:6][C:5]=1[C:16]([OH:18])=[O:17])=[O:31]. (6) Given the reactants C(OC([N:8]1[C:13]2[CH:14]=[CH:15][C:16]([O:18][CH3:19])=[CH:17][C:12]=2[O:11][CH:10]([C:20]([N:22]2[CH2:27][CH2:26][C:25]([C:36]#[N:37])([CH2:28][C:29]3[CH:34]=[CH:33][C:32]([F:35])=[CH:31][CH:30]=3)[CH2:24][CH2:23]2)=[O:21])[CH2:9]1)=O)(C)(C)C.FC(F)(F)C(O)=O, predict the reaction product. The product is: [F:35][C:32]1[CH:33]=[CH:34][C:29]([CH2:28][C:25]2([C:36]#[N:37])[CH2:26][CH2:27][N:22]([C:20]([CH:10]3[CH2:9][NH:8][C:13]4[CH:14]=[CH:15][C:16]([O:18][CH3:19])=[CH:17][C:12]=4[O:11]3)=[O:21])[CH2:23][CH2:24]2)=[CH:30][CH:31]=1. (7) Given the reactants [CH3:1][C:2]1[S:6][C:5]([C:7]2[CH:12]=[CH:11][N:10]=[CH:9][C:8]=2[N:13]2[CH2:18][CH2:17][CH:16]([C:19]([OH:21])=O)[CH2:15][CH2:14]2)=[N:4][N:3]=1.Cl.[CH3:23][C@:24]1([C:29]([O:31][CH3:32])=[O:30])[CH2:28][CH2:27][CH2:26][NH:25]1.CN(C(ON1N=NC2C=CC=NC1=2)=[N+](C)C)C.F[P-](F)(F)(F)(F)F.CCN(C(C)C)C(C)C, predict the reaction product. The product is: [CH3:23][C@:24]1([C:29]([O:31][CH3:32])=[O:30])[CH2:28][CH2:27][CH2:26][N:25]1[C:19]([CH:16]1[CH2:15][CH2:14][N:13]([C:8]2[CH:9]=[N:10][CH:11]=[CH:12][C:7]=2[C:5]2[S:6][C:2]([CH3:1])=[N:3][N:4]=2)[CH2:18][CH2:17]1)=[O:21]. (8) Given the reactants Cl[C:2](=[O:7])[C:3]([O:5][CH3:6])=[O:4].[Br:8][C:9]1[CH:24]=[CH:23][C:12]([NH:13][CH2:14][C:15]2[CH:20]=[C:19]([CH3:21])[CH:18]=[C:17]([CH3:22])[CH:16]=2)=[CH:11][CH:10]=1.C(N(CC)CC)C.ClCCl, predict the reaction product. The product is: [Br:8][C:9]1[CH:10]=[CH:11][C:12]([N:13]([CH2:14][C:15]2[CH:20]=[C:19]([CH3:21])[CH:18]=[C:17]([CH3:22])[CH:16]=2)[C:2](=[O:7])[C:3]([O:5][CH3:6])=[O:4])=[CH:23][CH:24]=1.